From a dataset of Aqueous solubility values for 9,982 compounds from the AqSolDB database. Regression/Classification. Given a drug SMILES string, predict its absorption, distribution, metabolism, or excretion properties. Task type varies by dataset: regression for continuous measurements (e.g., permeability, clearance, half-life) or binary classification for categorical outcomes (e.g., BBB penetration, CYP inhibition). For this dataset (solubility_aqsoldb), we predict Y. (1) The molecule is O=C(O)c1cc(Br)ccc1O. The Y is -2.65 log mol/L. (2) The compound is CC(C)N(N=O)C(C)C. The Y is -1.00 log mol/L. (3) The compound is O=C(O)C(O)(c1ccccc1)c1ccccc1. The Y is -2.21 log mol/L. (4) The molecule is O=C(O)C1=C[NH+2]([O-])[CH-]C=C1. The Y is -1.30 log mol/L. (5) The molecule is CCCCCC1C(=O)CCC1CC(=O)OC. The Y is -2.91 log mol/L.